This data is from Peptide-MHC class II binding affinity with 134,281 pairs from IEDB. The task is: Regression. Given a peptide amino acid sequence and an MHC pseudo amino acid sequence, predict their binding affinity value. This is MHC class II binding data. (1) The peptide sequence is SARLRLLRDRLVEGV. The MHC is HLA-DQA10301-DQB10302 with pseudo-sequence HLA-DQA10301-DQB10302. The binding affinity (normalized) is 0.373. (2) The peptide sequence is LCQYLNTLTLAVPYN. The MHC is DRB1_0301 with pseudo-sequence DRB1_0301. The binding affinity (normalized) is 0.364.